From a dataset of Forward reaction prediction with 1.9M reactions from USPTO patents (1976-2016). Predict the product of the given reaction. Given the reactants [CH3:1][S:2](Cl)(=[O:4])=[O:3].[CH2:6]([O:13][CH2:14][CH2:15][O:16][CH2:17][CH2:18][OH:19])[C:7]1[CH:12]=[CH:11][CH:10]=[CH:9][CH:8]=1.CCN(CC)CC, predict the reaction product. The product is: [CH3:1][S:2]([O:19][CH2:18][CH2:17][O:16][CH2:15][CH2:14][O:13][CH2:6][C:7]1[CH:12]=[CH:11][CH:10]=[CH:9][CH:8]=1)(=[O:4])=[O:3].